Predict the reaction yield, written as a fraction of the theoretical maximum amount of product (1.0 means a 100% yield; for example, 0.34 means a 34% yield). From a dataset of Reaction yield outcomes from USPTO patents with 853,638 reactions. (1) The reactants are Cl.Cl[CH:3]([C:8]1[C:9](=[O:17])[C:10]([OH:16])=[C:11]([CH3:15])[N:12]([CH3:14])[CH:13]=1)[C:4]([F:7])([F:6])[F:5].[NH:18]1[CH2:23][CH2:22][CH2:21][CH2:20][CH2:19]1. No catalyst specified. The product is [OH:16][C:10]1[C:9](=[O:17])[C:8]([CH:3]([N:18]2[CH2:23][CH2:22][CH2:21][CH2:20][CH2:19]2)[C:4]([F:7])([F:6])[F:5])=[CH:13][N:12]([CH3:14])[C:11]=1[CH3:15]. The yield is 0.730. (2) The reactants are [Br:1]Br.C1(P(C2C=CC=CC=2)C2C=CC=CC=2)C=CC=CC=1.[N:22]1[CH:27]=[CH:26][CH:25]=[CH:24][C:23]=1[C:28]#[C:29][CH2:30][CH2:31][CH2:32]O. The catalyst is C(Cl)Cl. The product is [Br:1][CH2:32][CH2:31][CH2:30][C:29]#[C:28][C:23]1[CH:24]=[CH:25][CH:26]=[CH:27][N:22]=1. The yield is 0.290. (3) The reactants are [SH-].[Na+].[CH3:3][C:4]1([CH3:13])[O:8][N:7]=[C:6]([S:9]([CH3:12])(=O)=O)[CH2:5]1.C(=O)([O-])[O-].[K+].[K+].C(S([O-])=O)O.[Na+].[Cl:26][C:27]1[S:31][N:30]=[C:29]([CH3:32])[C:28]=1CCl. The catalyst is CN(C)C=O.O. The product is [Cl:26][C:27]1[S:31][N:30]=[C:29]([CH3:32])[C:28]=1[CH2:12][S:9][C:6]1[CH2:5][C:4]([CH3:13])([CH3:3])[O:8][N:7]=1. The yield is 1.00. (4) The reactants are [CH3:1][C:2]([C:7]1[CH:12]=[CH:11][CH:10]=[CH:9][CH:8]=1)([CH3:6])[C:3]([OH:5])=[O:4].[N+](=[CH2:15])=[N-]. The catalyst is C1(C)C=CC=CC=1.CO.CCCCCC. The product is [CH3:15][O:4][C:3](=[O:5])[C:2]([CH3:1])([C:7]1[CH:12]=[CH:11][CH:10]=[CH:9][CH:8]=1)[CH3:6]. The yield is 1.00. (5) The reactants are [CH2:1]([NH:7][C:8](=O)[CH3:9])[CH2:2][CH2:3][CH2:4][CH2:5][CH3:6].[CH3:11][N:12](C)[C:13](Cl)=O. The catalyst is C1(C)C=CC=CC=1. The product is [CH3:11][N:12]([CH3:13])[C:8](=[N:7][CH2:1][CH2:2][CH2:3][CH2:4][CH2:5][CH3:6])[CH3:9]. The yield is 0.490. (6) The catalyst is C1C=CC([P]([Pd]([P](C2C=CC=CC=2)(C2C=CC=CC=2)C2C=CC=CC=2)([P](C2C=CC=CC=2)(C2C=CC=CC=2)C2C=CC=CC=2)[P](C2C=CC=CC=2)(C2C=CC=CC=2)C2C=CC=CC=2)(C2C=CC=CC=2)C2C=CC=CC=2)=CC=1. The reactants are [CH2:1]([NH:7][CH2:8][C:9]1[S:13][C:12](B(O)O)=[CH:11][CH:10]=1)[CH2:2][CH2:3][CH2:4][CH2:5][CH3:6].Br[C:18]1[CH:19]=[C:20]2[C:24](=[C:25]([C:27]([NH2:29])=[O:28])[CH:26]=1)[NH:23][CH:22]=[C:21]2[CH:30]1[CH2:35][CH2:34][N:33]([S:36]([CH2:39][CH3:40])(=[O:38])=[O:37])[CH2:32][CH2:31]1.C([O-])([O-])=O.[K+].[K+]. The product is [CH2:39]([S:36]([N:33]1[CH2:32][CH2:31][CH:30]([C:21]2[C:20]3[C:24](=[C:25]([C:27]([NH2:29])=[O:28])[CH:26]=[C:18]([C:12]4[S:13][C:9]([CH2:8][NH:7][CH2:1][CH2:2][CH2:3][CH2:4][CH2:5][CH3:6])=[CH:10][CH:11]=4)[CH:19]=3)[NH:23][CH:22]=2)[CH2:35][CH2:34]1)(=[O:38])=[O:37])[CH3:40]. The yield is 0.160.